This data is from Forward reaction prediction with 1.9M reactions from USPTO patents (1976-2016). The task is: Predict the product of the given reaction. (1) Given the reactants [CH3:1]OC(F)(F)C(Cl)[Cl:5].CC1(C)S[C@@H:13]2[C@H:15](N[C:19]([CH2:21][C:22]3[CH:23]=[CH:24][CH:25]=[CH:26][CH:27]=3)=[O:20])[C:16](=[O:17])N2[C@H]1C([O-])=O.[K+].C[C@@H]1[O:38][C@@H:37]([O:39][C@H:40]2[C@H:45](O)[C@@H:44](O)[C@H:43](NC(N)=N)[C@@H:42](O)[C@@H:41]2[NH:53][C:54](N)=N)[C@H](O[C@@H:58]2O[C@@H](CO)[C@H](O)[C@@H:60](O)[C@@H:59]2[NH:68][CH3:69])[C@@]1(O)C=O.N[C@H:74]([C:80]([OH:82])=O)[CH2:75][CH2:76][C:77](=[O:79])N.[C:83](=O)=O, predict the reaction product. The product is: [CH3:75][CH:74]([N+:53]1([CH3:54])[C@@H:41]2[CH2:1][CH:40]([O:39][C:37]([CH:21]([C:22]3[CH:27]=[CH:26][CH:25]=[CH:24][CH:23]=3)[CH2:19][OH:20])=[O:38])[CH2:45][C@H:44]1[CH2:43][CH2:42]2)[CH3:80].[CH3:83][C:59]([NH:68][CH2:69][C@H:80]([OH:82])[C:74]1[CH:75]=[CH:76][C:77]([O-:79])=[C:15]([CH2:16][OH:17])[CH:13]=1)([CH3:58])[CH3:60].[ClH:5]. (2) The product is: [CH:1]([C:3]1[CH:4]=[C:5]([CH:49]=[CH:50][CH:51]=1)[CH2:6][O:7][C:8]([C@@H:10]1[CH2:15][CH2:14][CH2:13][N:12]([C:16](=[O:48])[C@@H:17]([NH:33][C:34](=[O:47])[C@@H:35]([NH:39][C:40](=[O:41])[C@H:77]([CH3:78])[C@H:76]([O:75][CH2:73][CH3:74])[CH2:82][CH2:83][CH:84]=[CH2:85])[CH:36]([CH3:38])[CH3:37])[CH2:18][C:19]2[CH:24]=[CH:23][CH:22]=[C:21]([O:25][Si:26]([C:29]([CH3:32])([CH3:30])[CH3:31])([CH3:28])[CH3:27])[CH:20]=2)[NH:11]1)=[O:9])=[CH2:2]. Given the reactants [CH:1]([C:3]1[CH:4]=[C:5]([CH:49]=[CH:50][CH:51]=1)[CH2:6][O:7][C:8]([C@@H:10]1[CH2:15][CH2:14][CH2:13][N:12]([C:16](=[O:48])[C@@H:17]([NH:33][C:34](=[O:47])[C@@H:35]([NH:39][C:40](OC(C)(C)C)=[O:41])[CH:36]([CH3:38])[CH3:37])[CH2:18][C:19]2[CH:24]=[CH:23][CH:22]=[C:21]([O:25][Si:26]([C:29]([CH3:32])([CH3:31])[CH3:30])([CH3:28])[CH3:27])[CH:20]=2)[NH:11]1)=[O:9])=[CH2:2].FC(F)(F)S(O[Si](C)(C)C)(=O)=O.C(N(CC)C(C)C)(C)C.[CH2:73]([O:75][C@H:76]([CH2:82][CH2:83][CH:84]=[CH2:85])[C@@H:77](C)[C:78](O)=O)[CH3:74].F[P-](F)(F)(F)(F)F.N1(OC(N(C)C)=[N+](C)C)C2N=CC=CC=2N=N1, predict the reaction product. (3) Given the reactants [CH3:1][N:2]1[C:14]2[CH2:13][CH2:12][C@@H:11]([CH:15]3[CH2:20][CH2:19][O:18][CH2:17][CH2:16]3)[CH2:10][C:9]=2[C:8]2[C:3]1=[CH:4][CH:5]=[C:6]([C:21](O)=[O:22])[CH:7]=2.[CH3:24][C:25]([O:28][C:29]([NH:31][C@@H:32]1[CH2:37][NH:36][CH2:35][CH2:34][CH2:33]1)=[O:30])([CH3:27])[CH3:26].CN(C(ON1N=NC2C=CC=NC1=2)=[N+](C)C)C.F[P-](F)(F)(F)(F)F, predict the reaction product. The product is: [CH3:1][N:2]1[C:14]2[CH2:13][CH2:12][C@@H:11]([CH:15]3[CH2:20][CH2:19][O:18][CH2:17][CH2:16]3)[CH2:10][C:9]=2[C:8]2[C:3]1=[CH:4][CH:5]=[C:6]([C:21]([N:36]1[CH2:35][CH2:34][CH2:33][C@H:32]([NH:31][C:29](=[O:30])[O:28][C:25]([CH3:24])([CH3:26])[CH3:27])[CH2:37]1)=[O:22])[CH:7]=2. (4) Given the reactants [OH-].[K+].[C:3]([O:7][CH:8]([C:14]1[C:18]([C:19]2[CH:20]=[CH:21][C:22]3[O:27][CH2:26][CH2:25][CH2:24][C:23]=3[CH:28]=2)=[C:17]([Cl:29])[S:16][C:15]=1[CH3:30])[C:9]([O:11]CC)=[O:10])([CH3:6])([CH3:5])[CH3:4], predict the reaction product. The product is: [C:3]([O:7][CH:8]([C:14]1[C:18]([C:19]2[CH:20]=[CH:21][C:22]3[O:27][CH2:26][CH2:25][CH2:24][C:23]=3[CH:28]=2)=[C:17]([Cl:29])[S:16][C:15]=1[CH3:30])[C:9]([OH:11])=[O:10])([CH3:6])([CH3:5])[CH3:4]. (5) Given the reactants Cl.[Cl:2][C:3]1[CH:8]=[CH:7][C:6]([C@@H:9]2[CH2:13][NH:12][CH2:11][C@H:10]2[C:14]([O:16][CH3:17])=[O:15])=[CH:5][CH:4]=1.C(N(CC)CC)C.[C:25](O[C:25]([O:27][C:28]([CH3:31])([CH3:30])[CH3:29])=[O:26])([O:27][C:28]([CH3:31])([CH3:30])[CH3:29])=[O:26], predict the reaction product. The product is: [Cl:2][C:3]1[CH:8]=[CH:7][C:6]([C@@H:9]2[CH2:13][N:12]([C:25]([O:27][C:28]([CH3:31])([CH3:30])[CH3:29])=[O:26])[CH2:11][C@H:10]2[C:14]([O:16][CH3:17])=[O:15])=[CH:5][CH:4]=1. (6) The product is: [CH2:15]1[NH:14][CH2:13][CH2:12][N:11]2[CH2:18][C@H:8]([OH:7])[CH2:9][CH:10]12. Given the reactants [H-].[H-].[H-].[H-].[Li+].[Al+3].[OH:7][C@H:8]1[CH2:18][N:11]2[C:12](=O)[CH2:13][NH:14][C:15](=O)[C@@H:10]2[CH2:9]1, predict the reaction product. (7) Given the reactants [CH3:1][NH2:2].IC[CH2:5][CH2:6][CH:7]([S:17][CH:18](CCCI)[CH2:19][CH2:20][C:21]([F:27])([F:26])[C:22]([F:25])([F:24])[F:23])CCC(F)(F)C(F)(F)F, predict the reaction product. The product is: [CH3:1][NH:2][CH2:5][CH2:6][CH2:7][S:17][CH2:18][CH2:19][CH2:20][C:21]([F:27])([F:26])[C:22]([F:25])([F:24])[F:23].